From a dataset of Full USPTO retrosynthesis dataset with 1.9M reactions from patents (1976-2016). Predict the reactants needed to synthesize the given product. (1) Given the product [CH3:9][O:8][C:5]1[CH:6]=[CH:7][C:2]([N:16]([C:26]2[CH:27]=[CH:28][C:23]([O:13][CH3:11])=[CH:24][CH:25]=2)[C:17]2[CH:22]=[CH:21][CH:20]=[CH:19][CH:18]=2)=[CH:3][CH:4]=1, predict the reactants needed to synthesize it. The reactants are: Br[C:2]1[CH:7]=[CH:6][C:5]([O:8][CH3:9])=[CH:4][CH:3]=1.C[C:11](C)([O-:13])C.[Na+].[NH2:16][C:17]1[CH:22]=[CH:21][CH:20]=[CH:19][CH:18]=1.[C:23]1(C)[CH:28]=[CH:27][CH:26]=[CH:25][CH:24]=1. (2) Given the product [C:1](=[O:12])([O:14][CH2:15][C@H:16]1[CH2:20][CH2:19][CH2:18][O:17]1)[O:2][C:3]1[CH:8]=[CH:7][C:6]([N+:9]([O-:11])=[O:10])=[CH:5][CH:4]=1, predict the reactants needed to synthesize it. The reactants are: [C:1](Cl)(=[O:12])[O:2][C:3]1[CH:8]=[CH:7][C:6]([N+:9]([O-:11])=[O:10])=[CH:5][CH:4]=1.[OH:14][CH+:15][C@H:16]1[CH2:20][CH2:19][CH2:18][O:17]1.N1C=CC=CC=1. (3) Given the product [F:1][C:2]1[CH:3]=[C:4]([CH:22]=[C:23]([C:25]([F:27])([F:26])[F:28])[CH:24]=1)[CH2:5][C@H:6]1[CH2:11][C@H:10]([C:12]2[O:16][NH:15][C:14](=[O:17])[CH:13]=2)[CH2:9][CH2:8][NH:7]1, predict the reactants needed to synthesize it. The reactants are: [F:1][C:2]1[CH:3]=[C:4]([CH:22]=[C:23]([C:25]([F:28])([F:27])[F:26])[CH:24]=1)[CH2:5][C@H:6]1[CH2:11][C@H:10]([C:12]2[O:16][NH:15][C:14](=[O:17])[CH:13]=2)[CH2:9][CH2:8][N:7]1C(OC)=O.Br. (4) Given the product [Cl:28][C:29]1[C:30]([F:37])=[C:31]([N:35]2[C:5]([C:7]3[C:12](=[O:13])[CH:11]=[CH:10][N:9]([C:14]4[CH:19]=[CH:18][CH:17]=[C:16]([S:20]([C:23]([F:26])([F:24])[F:25])(=[O:22])=[O:21])[CH:15]=4)[N:8]=3)=[CH:4][CH:3]=[N:36]2)[CH:32]=[CH:33][CH:34]=1, predict the reactants needed to synthesize it. The reactants are: CN(C)/[CH:3]=[CH:4]/[C:5]([C:7]1[C:12](=[O:13])[CH:11]=[CH:10][N:9]([C:14]2[CH:19]=[CH:18][CH:17]=[C:16]([S:20]([C:23]([F:26])([F:25])[F:24])(=[O:22])=[O:21])[CH:15]=2)[N:8]=1)=O.[Cl:28][C:29]1[C:30]([F:37])=[C:31]([NH:35][NH2:36])[CH:32]=[CH:33][CH:34]=1. (5) Given the product [Cl:1][C:2]1[C:7]([O:8][C:9]2[CH:10]=[C:11]([C:17]#[N:18])[CH:12]=[C:13]([CH:16]=2)[C:14]#[N:15])=[C:6]([F:19])[C:5]([CH2:20][C:21]2[CH:26]=[C:25]([CH3:27])[C:24](=[O:28])[N:23]([CH2:36][OH:38])[N:22]=2)=[CH:4][CH:3]=1, predict the reactants needed to synthesize it. The reactants are: [Cl:1][C:2]1[C:7]([O:8][C:9]2[CH:10]=[C:11]([C:17]#[N:18])[CH:12]=[C:13]([CH:16]=2)[C:14]#[N:15])=[C:6]([F:19])[C:5]([CH2:20][C:21]2[CH:26]=[C:25]([CH3:27])[C:24](=[O:28])[NH:23][N:22]=2)=[CH:4][CH:3]=1.ClC1C=C(C=[C:36]([O:38]C2C(Cl)=CC=C(CC3C=C(C)C(=O)NN=3)C=2F)C=1)C#N.ClC1C(OC2C=C(C=C(C(F)F)C=2)C#N)=C(F)C(CC2C=C(C)C(=O)NN=2)=CC=1.